Dataset: Full USPTO retrosynthesis dataset with 1.9M reactions from patents (1976-2016). Task: Predict the reactants needed to synthesize the given product. (1) Given the product [F:20][C:14]1[CH:15]=[C:16]([F:19])[CH:17]=[CH:18][C:13]=1[N:12]1[CH:8]([C:5]2[CH:6]=[CH:7][C:2]([N:41]3[CH2:40][CH2:39][N:38]([C:31]([O:33][C:34]([CH3:37])([CH3:36])[CH3:35])=[O:32])[CH2:43][CH2:42]3)=[CH:3][CH:4]=2)[CH2:9][C:10]([C:21]([C:23]([F:24])([F:26])[F:25])([C:27]([F:29])([F:28])[F:30])[OH:22])=[N:11]1, predict the reactants needed to synthesize it. The reactants are: Br[C:2]1[CH:7]=[CH:6][C:5]([CH:8]2[N:12]([C:13]3[CH:18]=[CH:17][C:16]([F:19])=[CH:15][C:14]=3[F:20])[N:11]=[C:10]([C:21]([C:27]([F:30])([F:29])[F:28])([C:23]([F:26])([F:25])[F:24])[OH:22])[CH2:9]2)=[CH:4][CH:3]=1.[C:31]([N:38]1[CH2:43][CH2:42][NH:41][CH2:40][CH2:39]1)([O:33][C:34]([CH3:37])([CH3:36])[CH3:35])=[O:32].C1C=CC(P(C2C(C3C(P(C4C=CC=CC=4)C4C=CC=CC=4)=CC=C4C=3C=CC=C4)=C3C(C=CC=C3)=CC=2)C2C=CC=CC=2)=CC=1.CC(C)([O-])C.[Na+]. (2) Given the product [CH3:1][O:2][C:3]1[CH:8]=[CH:7][C:6]([C:9](=[O:11])[CH:10]=[CH:17][C:16]2[CH:19]=[C:20]([CH3:23])[C:21]([OH:22])=[C:14]([CH3:13])[CH:15]=2)=[CH:5][C:4]=1[F:12], predict the reactants needed to synthesize it. The reactants are: [CH3:1][O:2][C:3]1[CH:8]=[CH:7][C:6]([C:9](=[O:11])[CH3:10])=[CH:5][C:4]=1[F:12].[CH3:13][C:14]1[CH:15]=[C:16]([CH:19]=[C:20]([CH3:23])[C:21]=1[OH:22])[CH:17]=O. (3) Given the product [NH2:15][C:16]1[C:25]([C:26]#[CH:27])=[CH:24][C:19]([C:20]([O:22][CH3:23])=[O:21])=[C:18]([Cl:32])[C:17]=1[I:33], predict the reactants needed to synthesize it. The reactants are: NC1C=CC(C(OC)=O)=C(Cl)C=1C#C.[NH2:15][C:16]1[C:25]([C:26]#[C:27][Si](C)(C)C)=[CH:24][C:19]([C:20]([O:22][CH3:23])=[O:21])=[C:18]([Cl:32])[C:17]=1[I:33]. (4) Given the product [CH3:1][C:2]1[CH:11]=[CH:10][C:5]([C:6]([OH:8])=[O:7])=[CH:4][C:3]=1[N:12]1[C:21](=[O:22])[C:20]2[C:15](=[CH:16][CH:17]=[C:18]([N:23]3[CH2:24][CH2:25][N:26]([CH2:29][CH2:30][O:31][CH3:32])[CH2:27][CH2:28]3)[CH:19]=2)[N:14]=[CH:13]1, predict the reactants needed to synthesize it. The reactants are: [CH3:1][C:2]1[CH:11]=[CH:10][C:5]([C:6]([O:8]C)=[O:7])=[CH:4][C:3]=1[N:12]1[C:21](=[O:22])[C:20]2[C:15](=[CH:16][CH:17]=[C:18]([N:23]3[CH2:28][CH2:27][N:26]([CH2:29][CH2:30][O:31][CH3:32])[CH2:25][CH2:24]3)[CH:19]=2)[N:14]=[CH:13]1.[OH-].[Na+]. (5) Given the product [I:1][C:2]1[N:3]=[CH:4][N:5]([C:13]([C:7]2[CH:12]=[CH:11][CH:10]=[CH:9][CH:8]=2)([C:20]2[CH:21]=[CH:22][CH:23]=[CH:24][CH:25]=2)[C:14]2[CH:15]=[CH:16][CH:17]=[CH:18][CH:19]=2)[CH:6]=1, predict the reactants needed to synthesize it. The reactants are: [I:1][C:2]1[N:3]=[CH:4][NH:5][CH:6]=1.[C:7]1([C:13](Cl)([C:20]2[CH:25]=[CH:24][CH:23]=[CH:22][CH:21]=2)[C:14]2[CH:19]=[CH:18][CH:17]=[CH:16][CH:15]=2)[CH:12]=[CH:11][CH:10]=[CH:9][CH:8]=1.C(N(CC)CC)C.O. (6) Given the product [CH2:31]([N:18]1[C:19]2[C:24](=[CH:23][C:22]([CH3:25])=[CH:21][CH:20]=2)[N:15]([S:12]([C:9]2[CH:10]=[CH:11][C:6]([OH:5])=[CH:7][CH:8]=2)(=[O:13])=[O:14])[C@@H:16]([CH2:27][CH3:28])[C:17]1=[O:26])[CH3:32], predict the reactants needed to synthesize it. The reactants are: C(=O)([O:5][C:6]1[CH:11]=[CH:10][C:9]([S:12]([N:15]2[C:24]3[C:19](=[CH:20][CH:21]=[C:22]([CH3:25])[CH:23]=3)[NH:18][C:17](=[O:26])[C@@H:16]2[CH2:27][CH3:28])(=[O:14])=[O:13])=[CH:8][CH:7]=1)OCC.I[CH2:31][CH3:32].C([C@@H]1N(S(C2C=CC(O)=CC=2)(=O)=O)C2C(=CC=C(F)C=2)N(CCC)C1=O)C. (7) Given the product [CH2:30]([C:7]12[C:6](=[O:32])[N:5]([CH2:4][CH2:3][NH:2][CH2:33][CH3:34])[C:28](=[O:29])[N:8]1[CH:9]([C:22]1[CH:27]=[CH:26][CH:25]=[CH:24][CH:23]=1)[C:10]1[NH:11][C:12]3[C:17]([C:18]=1[CH2:19]2)=[CH:16][C:15]([O:20][CH3:21])=[CH:14][CH:13]=3)[CH3:31], predict the reactants needed to synthesize it. The reactants are: C[N:2]([CH3:33])[CH2:3][CH2:4][N:5]1[C:28](=[O:29])[N:8]2[CH:9]([C:22]3[CH:27]=[CH:26][CH:25]=[CH:24][CH:23]=3)[C:10]3[NH:11][C:12]4[C:17]([C:18]=3[CH2:19][C:7]2([CH2:30][CH3:31])[C:6]1=[O:32])=[CH:16][C:15]([O:20][CH3:21])=[CH:14][CH:13]=4.[CH2:34](N)C. (8) The reactants are: C(OC([N:8]1[CH2:13][CH2:12][C:11]([C:16]2[CH:21]=[CH:20][C:19]([Cl:22])=[CH:18][CH:17]=2)([C:14]#[N:15])[CH2:10][CH2:9]1)=O)(C)(C)C.Cl. Given the product [Cl:22][C:19]1[CH:20]=[CH:21][C:16]([C:11]2([C:14]#[N:15])[CH2:12][CH2:13][NH:8][CH2:9][CH2:10]2)=[CH:17][CH:18]=1, predict the reactants needed to synthesize it.